From a dataset of NCI-60 drug combinations with 297,098 pairs across 59 cell lines. Regression. Given two drug SMILES strings and cell line genomic features, predict the synergy score measuring deviation from expected non-interaction effect. (1) Drug 1: CC1=C(C(CCC1)(C)C)C=CC(=CC=CC(=CC(=O)O)C)C. Drug 2: C1CCC(C(C1)N)N.C(=O)(C(=O)[O-])[O-].[Pt+4]. Cell line: MOLT-4. Synergy scores: CSS=51.7, Synergy_ZIP=0.967, Synergy_Bliss=1.48, Synergy_Loewe=-21.3, Synergy_HSA=2.14. (2) Drug 1: CC1=C2C(C(=O)C3(C(CC4C(C3C(C(C2(C)C)(CC1OC(=O)C(C(C5=CC=CC=C5)NC(=O)OC(C)(C)C)O)O)OC(=O)C6=CC=CC=C6)(CO4)OC(=O)C)O)C)O. Drug 2: CC=C1C(=O)NC(C(=O)OC2CC(=O)NC(C(=O)NC(CSSCCC=C2)C(=O)N1)C(C)C)C(C)C. Cell line: UACC62. Synergy scores: CSS=71.6, Synergy_ZIP=-4.73, Synergy_Bliss=-3.81, Synergy_Loewe=-24.3, Synergy_HSA=-0.514. (3) Drug 1: COC1=NC(=NC2=C1N=CN2C3C(C(C(O3)CO)O)O)N. Drug 2: CC1=C2C(C(=O)C3(C(CC4C(C3C(C(C2(C)C)(CC1OC(=O)C(C(C5=CC=CC=C5)NC(=O)OC(C)(C)C)O)O)OC(=O)C6=CC=CC=C6)(CO4)OC(=O)C)O)C)O. Cell line: HL-60(TB). Synergy scores: CSS=-3.51, Synergy_ZIP=0.270, Synergy_Bliss=-5.71, Synergy_Loewe=-8.50, Synergy_HSA=-12.0.